From a dataset of Full USPTO retrosynthesis dataset with 1.9M reactions from patents (1976-2016). Predict the reactants needed to synthesize the given product. Given the product [C:1]1([O:7][CH2:11][CH2:10][C:9]#[CH:8])[CH:6]=[CH:5][CH:4]=[CH:3][CH:2]=1, predict the reactants needed to synthesize it. The reactants are: [C:1]1([OH:7])[CH:6]=[CH:5][CH:4]=[CH:3][CH:2]=1.[CH2:8](O)[CH2:9][C:10]#[CH:11].